This data is from Full USPTO retrosynthesis dataset with 1.9M reactions from patents (1976-2016). The task is: Predict the reactants needed to synthesize the given product. (1) Given the product [Cl:1][C:2]1[CH:3]=[CH:4][C:5]([S:8][C:9]2[O:13][C:12]([C:14]3[CH:19]=[CH:18][C:17]([F:20])=[CH:16][CH:15]=3)=[N:11][C:10]=2[CH2:21][O:22][C:34]2[N:35]=[CH:36][C:37]([C:38]([NH:40][CH2:41][CH3:42])=[O:39])=[CH:43][CH:44]=2)=[N:6][CH:7]=1, predict the reactants needed to synthesize it. The reactants are: [Cl:1][C:2]1[CH:3]=[CH:4][C:5]([S:8][C:9]2[O:13][C:12]([C:14]3[CH:19]=[CH:18][C:17]([F:20])=[CH:16][CH:15]=3)=[N:11][C:10]=2[CH2:21][OH:22])=[N:6][CH:7]=1.C[Si]([N-][Si](C)(C)C)(C)C.[Na+].Br[C:34]1[CH:44]=[CH:43][C:37]([C:38]([NH:40][CH2:41][CH3:42])=[O:39])=[CH:36][N:35]=1.O. (2) Given the product [CH3:22][C:23]1([CH3:30])[CH2:28][CH2:27][C:26](=[O:29])[CH2:25][CH:24]1[NH:1][C:2]1[CH:9]=[CH:8][C:5]([C:6]#[N:7])=[C:4]([C:10]([F:11])([F:12])[F:13])[CH:3]=1, predict the reactants needed to synthesize it. The reactants are: [NH2:1][C:2]1[CH:9]=[CH:8][C:5]([C:6]#[N:7])=[C:4]([C:10]([F:13])([F:12])[F:11])[CH:3]=1.OC1C(=O)C(=O)C=1O.[CH3:22][C:23]1([CH3:30])[CH2:28][CH2:27][C:26](=[O:29])[CH:25]=[CH:24]1. (3) Given the product [F:27][C:28]1[C:33]([F:34])=[CH:32][C:31]([CH:35]2[C:43]3[C:38](=[CH:39][CH:40]=[CH:41][CH:42]=3)[N:37]([CH2:44][C:45]([O:47][CH2:48][CH3:49])=[O:46])[C:36]2=[O:50])=[C:30]([OH:52])[CH:29]=1, predict the reactants needed to synthesize it. The reactants are: C1(CCN2C3C(=CC=CC=3)C(O)(C3C(O)=CC4OCOC=4C=3)C2=O)CC1.[F:27][C:28]1[C:33]([F:34])=[CH:32][C:31]([C:35]2(O)[C:43]3[C:38](=[CH:39][CH:40]=[CH:41][CH:42]=3)[N:37]([CH2:44][C:45]([O:47][CH2:48][CH3:49])=[O:46])[C:36]2=[O:50])=[C:30]([OH:52])[CH:29]=1. (4) Given the product [CH2:1]([N:3]1[C:7]2=[N:8][C:9]([O:12][CH2:13][C:14]3[CH:19]=[CH:18][CH:17]=[CH:16][N:15]=3)=[CH:10][CH:11]=[C:6]2[C:5]([N:20]2[CH2:25][CH2:24][N:23]([C:35]([O:37][CH3:38])=[O:36])[CH2:22][C:21]2=[O:26])=[CH:4]1)[CH3:2], predict the reactants needed to synthesize it. The reactants are: [CH2:1]([N:3]1[C:7]2=[N:8][C:9]([O:12][CH2:13][C:14]3[CH:19]=[CH:18][CH:17]=[CH:16][N:15]=3)=[CH:10][CH:11]=[C:6]2[C:5]([N:20]2[CH2:25][CH2:24][NH:23][CH2:22][C:21]2=[O:26])=[CH:4]1)[CH3:2].C(N(CC)CC)C.Cl[C:35]([O:37][CH3:38])=[O:36].